From a dataset of HIV replication inhibition screening data with 41,000+ compounds from the AIDS Antiviral Screen. Binary Classification. Given a drug SMILES string, predict its activity (active/inactive) in a high-throughput screening assay against a specified biological target. The compound is Cc1nc2ccccc2c(=O)n1NC(=O)c1ccc(N)cc1. The result is 0 (inactive).